Dataset: Full USPTO retrosynthesis dataset with 1.9M reactions from patents (1976-2016). Task: Predict the reactants needed to synthesize the given product. (1) Given the product [O:29]1[C:30]2[CH:31]=[CH:32][C:24]([CH2:23][O:20][CH2:19][CH2:18][CH:13]3[CH2:14][CH2:15][CH2:16][CH2:17][N:12]3[C:10]3[CH:9]=[CH:8][N:7]=[C:6]([N:1]4[CH:5]=[CH:4][N:3]=[CH:2]4)[N:11]=3)=[CH:25][C:26]=2[O:27][CH2:28]1, predict the reactants needed to synthesize it. The reactants are: [N:1]1([C:6]2[N:11]=[C:10]([N:12]3[CH2:17][CH2:16][CH2:15][CH2:14][CH:13]3[CH2:18][CH2:19][OH:20])[CH:9]=[CH:8][N:7]=2)[CH:5]=[CH:4][N:3]=[CH:2]1.[H-].[Na+].[CH2:23](Cl)[C:24]1[CH:32]=[CH:31][C:30]2[O:29][CH2:28][O:27][C:26]=2[CH:25]=1.[Cl-].C([NH3+])(C)(C)C. (2) Given the product [CH:33]1([NH:36][C:3]([C:5]2[CH:10]=[C:9]([O:11][CH3:12])[C:8]([O:13][C@@H:14]([CH3:32])[C:15]([N:17]3[CH2:22][CH2:21][N:20]([C:23](=[O:30])[C:24]4[CH:25]=[CH:26][CH:27]=[CH:28][CH:29]=4)[CH2:19][C@H:18]3[CH3:31])=[O:16])=[CH:7][N:6]=2)=[O:2])[CH2:35][CH2:34]1, predict the reactants needed to synthesize it. The reactants are: C[O:2][C:3]([C:5]1[CH:10]=[C:9]([O:11][CH3:12])[C:8]([O:13][C@@H:14]([CH3:32])[C:15]([N:17]2[CH2:22][CH2:21][N:20]([C:23](=[O:30])[C:24]3[CH:29]=[CH:28][CH:27]=[CH:26][CH:25]=3)[CH2:19][C@H:18]2[CH3:31])=[O:16])=[CH:7][N:6]=1)=O.[CH:33]1([NH2:36])[CH2:35][CH2:34]1. (3) Given the product [Cl:24][C:25]1[CH:30]=[C:29]([C:31]([F:32])([F:33])[F:34])[CH:28]=[CH:27][C:26]=1[C:2]1[CH:3]=[C:4]2[C:8]3=[C:9]([CH2:11][CH2:12][N:7]3[C@@H:6]3[CH2:13][CH2:14][N:15]([C:17]([O:19][C:20]([CH3:21])([CH3:22])[CH3:23])=[O:18])[CH2:16][C@H:5]23)[CH:10]=1, predict the reactants needed to synthesize it. The reactants are: Br[C:2]1[CH:3]=[C:4]2[C:8]3=[C:9]([CH2:11][CH2:12][N:7]3[C@@H:6]3[CH2:13][CH2:14][N:15]([C:17]([O:19][C:20]([CH3:23])([CH3:22])[CH3:21])=[O:18])[CH2:16][C@H:5]23)[CH:10]=1.[Cl:24][C:25]1[CH:30]=[C:29]([C:31]([F:34])([F:33])[F:32])[CH:28]=[CH:27][C:26]=1B(O)O. (4) Given the product [O:11]([CH2:10][C:8]1[O:9][C:5]2[CH:4]=[CH:3][C:2]([C:20]#[N:21])=[CH:18][C:6]=2[CH:7]=1)[C:12]1[CH:17]=[CH:16][CH:15]=[CH:14][CH:13]=1, predict the reactants needed to synthesize it. The reactants are: I[C:2]1[CH:3]=[CH:4][C:5]2[O:9][C:8]([CH2:10][O:11][C:12]3[CH:17]=[CH:16][CH:15]=[CH:14][CH:13]=3)=[CH:7][C:6]=2[CH:18]=1.N.[CH3:20][N:21]1CCCC1=O. (5) Given the product [Br:23][C:20]1[CH:19]=[CH:18][C:17]([CH:13]2[CH2:14][CH2:15][CH2:16][C:12]32[NH:8][C:9](=[S:33])[N:10]([C:25]2[CH:30]=[C:29]([Cl:31])[CH:28]=[C:27]([Cl:32])[CH:26]=2)[C:11]3=[O:24])=[CH:22][CH:21]=1, predict the reactants needed to synthesize it. The reactants are: C(OC([N:8]1[C:12]2([CH2:16][CH2:15][CH2:14][CH:13]2[C:17]2[CH:22]=[CH:21][C:20]([Br:23])=[CH:19][CH:18]=2)[C:11](=[O:24])[N:10]([C:25]2[CH:30]=[C:29]([Cl:31])[CH:28]=[C:27]([Cl:32])[CH:26]=2)[C:9]1=[S:33])=O)(C)(C)C.C(O)(C(F)(F)F)=O.C(Cl)Cl.O. (6) Given the product [CH:15]1([C@:10]2([C:13]#[N:14])[CH2:11][CH2:12][N:8]([C:6]3[CH:5]=[CH:4][N:3]=[C:2]([NH:1][C:20]4[CH:21]=[CH:22][C:23]([CH2:26][N:27]5[CH2:28][CH2:29][C:30]([OH:33])([CH3:34])[CH2:31][CH2:32]5)=[CH:24][N:25]=4)[CH:7]=3)[C:9]2=[O:18])[CH2:17][CH2:16]1, predict the reactants needed to synthesize it. The reactants are: [NH2:1][C:2]1[CH:7]=[C:6]([N:8]2[CH2:12][CH2:11][C@:10]([CH:15]3[CH2:17][CH2:16]3)([C:13]#[N:14])[C:9]2=[O:18])[CH:5]=[CH:4][N:3]=1.Br[C:20]1[N:25]=[CH:24][C:23]([CH2:26][N:27]2[CH2:32][CH2:31][C:30]([CH3:34])([OH:33])[CH2:29][CH2:28]2)=[CH:22][CH:21]=1.C(=O)([O-])[O-].[K+].[K+].C1(P(C2CCCCC2)C2C(OC)=CC=C(OC)C=2C2C(C(C)C)=CC(C(C)C)=CC=2C(C)C)CCCCC1.C(=O)([O-])O.[Na+]. (7) Given the product [F:1][C:2]1[CH:10]=[C:9]2[C:5]([C:6]([CH:11]=[O:12])=[CH:7][N:8]2[S:27]([C:20]2[C:21]3[C:26](=[CH:25][CH:24]=[CH:23][CH:22]=3)[C:17]([O:16][CH3:15])=[C:18]([N:31]3[CH2:36][CH2:35][N:34]([C:37](=[O:42])[C:38]([Cl:41])([Cl:39])[Cl:40])[CH2:33][CH2:32]3)[CH:19]=2)(=[O:28])=[O:29])=[CH:4][CH:3]=1, predict the reactants needed to synthesize it. The reactants are: [F:1][C:2]1[CH:10]=[C:9]2[C:5]([C:6]([CH:11]=[O:12])=[CH:7][NH:8]2)=[CH:4][CH:3]=1.[H-].[Na+].[CH3:15][O:16][C:17]1[C:26]2[C:21](=[CH:22][CH:23]=[CH:24][CH:25]=2)[C:20]([S:27](Cl)(=[O:29])=[O:28])=[CH:19][C:18]=1[N:31]1[CH2:36][CH2:35][N:34]([C:37](=[O:42])[C:38]([Cl:41])([Cl:40])[Cl:39])[CH2:33][CH2:32]1. (8) Given the product [Cl:1][C:2]1[CH:8]=[C:7]([Cl:9])[CH:6]=[C:4]2[C:3]=1[CH:11]([C:19]1[CH:24]=[CH:23][CH:22]=[CH:21][CH:20]=1)[CH2:10][CH:12]([C:13]([OH:15])=[O:14])[NH:5]2, predict the reactants needed to synthesize it. The reactants are: [Cl:1][C:2]1[CH:3]=[C:4]([CH:6]=[C:7]([Cl:9])[CH:8]=1)[NH2:5].[CH2:10]([C:12](=O)[C:13]([O-:15])=[O:14])[CH3:11].C=C[C:19]1[CH:24]=[CH:23][CH:22]=[CH:21][CH:20]=1.FC(F)(F)C(O)=O.[OH-].[Na+]. (9) Given the product [ClH:27].[C:1]([N:4]1[CH2:5][CH2:6][C:7]2([NH:11][C:10](=[O:12])[C@H:9]([CH2:13][C:14]3[CH:19]=[CH:18][CH:17]=[CH:16][CH:15]=3)[NH:8]2)[CH2:20][CH2:21]1)(=[O:3])[CH3:2], predict the reactants needed to synthesize it. The reactants are: [C:1]([N:4]1[CH2:21][CH2:20][C:7]2([NH:11][C:10](=[O:12])[C@H:9]([CH2:13][C:14]3[CH:19]=[CH:18][CH:17]=[CH:16][CH:15]=3)[NH:8]2)[CH2:6][CH2:5]1)(=[O:3])[CH3:2].O.C[Si]([Cl:27])(C)C. (10) Given the product [CH2:16]([C@H:11]1[NH:10][C:5]2[C:4](=[CH:9][CH:8]=[CH:7][CH:6]=2)[NH:1][C:12]1=[O:13])[CH:17]=[CH2:18], predict the reactants needed to synthesize it. The reactants are: [N+:1]([C:4]1[CH:9]=[CH:8][CH:7]=[CH:6][C:5]=1[NH:10][C@H:11]([CH2:16][CH:17]=[CH2:18])[C:12](OC)=[O:13])([O-])=O.Cl[Sn]Cl.O.